From a dataset of Catalyst prediction with 721,799 reactions and 888 catalyst types from USPTO. Predict which catalyst facilitates the given reaction. (1) Reactant: COC[O:4][CH2:5][CH2:6][C:7]1[CH:14]=[CH:13][C:10]([CH:11]=[O:12])=[CH:9][CH:8]=1.CO.Cl.[OH-].[Na+]. Product: [OH:4][CH2:5][CH2:6][C:7]1[CH:14]=[CH:13][C:10]([CH:11]=[O:12])=[CH:9][CH:8]=1. The catalyst class is: 6. (2) Reactant: [OH:1][C:2]1[C:7]([N+:8]([O-:10])=[O:9])=[CH:6][C:5]([C:11]([C:13]2[C:14]([C:19]([F:22])([F:21])[F:20])=[N:15][CH:16]=[CH:17][CH:18]=2)=[O:12])=[CH:4][C:3]=1[O:23]C.[Cl-].[Al+3].[Cl-].[Cl-].N1C=CC=CC=1.Cl. Product: [OH:23][C:3]1[CH:4]=[C:5]([C:11]([C:13]2[C:14]([C:19]([F:22])([F:20])[F:21])=[N:15][CH:16]=[CH:17][CH:18]=2)=[O:12])[CH:6]=[C:7]([N+:8]([O-:10])=[O:9])[C:2]=1[OH:1]. The catalyst class is: 26.